From a dataset of Reaction yield outcomes from USPTO patents with 853,638 reactions. Predict the reaction yield, written as a fraction of the theoretical maximum amount of product (1.0 means a 100% yield; for example, 0.34 means a 34% yield). (1) The reactants are [CH3:1][C:2]1[N:3]=[C:4]([NH:7][C:8]2[CH:9]=[C:10]([CH:15]=[CH:16][N:17]=2)[C:11](OC)=[O:12])[S:5][CH:6]=1.[H-].C([Al+]CC(C)C)C(C)C. The catalyst is CCOCC. The product is [CH3:1][C:2]1[N:3]=[C:4]([NH:7][C:8]2[CH:9]=[C:10]([CH2:11][OH:12])[CH:15]=[CH:16][N:17]=2)[S:5][CH:6]=1. The yield is 0.766. (2) The reactants are [O:1]1[CH2:6][CH2:5][CH2:4][CH2:3][CH:2]1O.[H-].[Na+].[Br:10][C:11]1[CH:12]=[CH:13][C:14](F)=[C:15]([CH:18]=1)[C:16]#[N:17].CN(C=[O:24])C. No catalyst specified. The product is [Br:10][C:11]1[CH:12]=[CH:13][C:14]([O:24][CH:4]2[CH2:5][CH2:6][O:1][CH2:2][CH2:3]2)=[C:15]([CH:18]=1)[C:16]#[N:17]. The yield is 0.880.